From a dataset of Forward reaction prediction with 1.9M reactions from USPTO patents (1976-2016). Predict the product of the given reaction. (1) Given the reactants [C:1]([C:4]1[S:12][C:11]2[CH:10]=[N:9][C:8]([NH:13][C:14]3[N:18]([CH:19]([CH3:21])[CH3:20])[N:17]=[C:16]([CH:22]4[CH2:27][CH2:26][N:25](C(OC(C)(C)C)=O)[CH2:24][CH2:23]4)[CH:15]=3)=[N:7][C:6]=2[C:5]=1[C:35]1[CH:40]=[CH:39][CH:38]=[CH:37][C:36]=1[O:41][CH3:42])(=[O:3])[NH2:2].[ClH:43], predict the reaction product. The product is: [ClH:43].[CH3:42][O:41][C:36]1[CH:37]=[CH:38][CH:39]=[CH:40][C:35]=1[C:5]1[C:6]2[N:7]=[C:8]([NH:13][C:14]3[N:18]([CH:19]([CH3:21])[CH3:20])[N:17]=[C:16]([CH:22]4[CH2:27][CH2:26][NH:25][CH2:24][CH2:23]4)[CH:15]=3)[N:9]=[CH:10][C:11]=2[S:12][C:4]=1[C:1]([NH2:2])=[O:3]. (2) Given the reactants [OH:1][C:2]1[C:3]2[O:15][N:14]=[C:13]([C:16]3[CH:21]=[CH:20][C:19]([O:22][CH3:23])=[CH:18][CH:17]=3)[C:4]=2[CH:5]=[N:6][C:7]=1[C:8](OCC)=[O:9].[NH2:24][CH2:25][C:26]([OH:28])=[O:27].[O-]CC.[Na+].Cl, predict the reaction product. The product is: [OH:1][C:2]1[C:3]2[O:15][N:14]=[C:13]([C:16]3[CH:17]=[CH:18][C:19]([O:22][CH3:23])=[CH:20][CH:21]=3)[C:4]=2[CH:5]=[N:6][C:7]=1[C:8]([NH:24][CH2:25][C:26]([OH:28])=[O:27])=[O:9].